This data is from hERG Central: cardiac toxicity at 1µM, 10µM, and general inhibition. The task is: Predict hERG channel inhibition at various concentrations. (1) The compound is O=C(NCc1ccco1)/C(=C\c1cccc([N+](=O)[O-])c1)NC(=O)c1ccco1. Results: hERG_inhib (hERG inhibition (general)): blocker. (2) The drug is Cc1ccc(C2CC(=O)C(C=NCCN3CCN(C(=S)Nc4ccc(F)cc4)CC3)=C(O)C2)cc1. Results: hERG_inhib (hERG inhibition (general)): blocker.